From a dataset of NCI-60 drug combinations with 297,098 pairs across 59 cell lines. Regression. Given two drug SMILES strings and cell line genomic features, predict the synergy score measuring deviation from expected non-interaction effect. Drug 1: CC1=C(C(=O)C2=C(C1=O)N3CC4C(C3(C2COC(=O)N)OC)N4)N. Drug 2: CC1C(C(CC(O1)OC2CC(CC3=C2C(=C4C(=C3O)C(=O)C5=C(C4=O)C(=CC=C5)OC)O)(C(=O)CO)O)N)O.Cl. Cell line: MDA-MB-435. Synergy scores: CSS=47.0, Synergy_ZIP=-2.71, Synergy_Bliss=0.851, Synergy_Loewe=-8.32, Synergy_HSA=2.56.